The task is: Predict the reactants needed to synthesize the given product.. This data is from Full USPTO retrosynthesis dataset with 1.9M reactions from patents (1976-2016). (1) Given the product [CH2:1]([C@@:8]12[CH2:21][CH2:20][C@:19]([OH:26])([C:22]([F:23])([F:24])[F:25])[CH2:18][C@H:17]1[CH2:16][C:15](=[O:32])[C:14]1[CH:13]=[C:12]([C:27]([O:29][CH3:30])=[O:28])[CH:11]=[CH:10][C:9]2=1)[C:2]1[CH:7]=[CH:6][CH:5]=[CH:4][CH:3]=1, predict the reactants needed to synthesize it. The reactants are: [CH2:1]([C@@:8]12[CH2:21][CH2:20][C@:19]([OH:26])([C:22]([F:25])([F:24])[F:23])[CH2:18][C@H:17]1[CH2:16][CH2:15][C:14]1[CH:13]=[C:12]([C:27]([O:29][CH3:30])=[O:28])[CH:11]=[CH:10][C:9]2=1)[C:2]1[CH:7]=[CH:6][CH:5]=[CH:4][CH:3]=1.C[OH:32].C1(P(C2C=CC=CC=2)C2C=CC=CC=2)C=CC=CC=1. (2) Given the product [OH:25][N:24]=[C:1]([C:4]1[C:12]2[C:7](=[CH:8][CH:9]=[CH:10][CH:11]=2)[N:6]([C:13]2[CH:21]=[CH:20][C:16]([C:17]([NH2:19])=[O:18])=[CH:15][C:14]=2[Cl:22])[CH:5]=1)[CH3:2], predict the reactants needed to synthesize it. The reactants are: [C:1]([C:4]1[C:12]2[C:7](=[CH:8][CH:9]=[CH:10][CH:11]=2)[N:6]([C:13]2[CH:21]=[CH:20][C:16]([C:17]([NH2:19])=[O:18])=[CH:15][C:14]=2[Cl:22])[CH:5]=1)(=O)[CH3:2].Cl.[NH2:24][OH:25].C(N(CC)CC)C. (3) Given the product [N+:12]([C:3]1[CH:4]=[N:5][N:6]([CH2:7][C:8]([F:11])([F:10])[F:9])[C:2]=1[N:18]1[CH2:19][CH2:20][CH2:21][N:15]([C:22]([O:24][C:25]([CH3:28])([CH3:27])[CH3:26])=[O:23])[CH2:16][CH2:17]1)([O-:14])=[O:13], predict the reactants needed to synthesize it. The reactants are: Br[C:2]1[N:6]([CH2:7][C:8]([F:11])([F:10])[F:9])[N:5]=[CH:4][C:3]=1[N+:12]([O-:14])=[O:13].[N:15]1([C:22]([O:24][C:25]([CH3:28])([CH3:27])[CH3:26])=[O:23])[CH2:21][CH2:20][CH2:19][NH:18][CH2:17][CH2:16]1. (4) Given the product [Cl-:1].[CH2:8]([C:5]1[O:6][CH:7]=[C:3]([CH2:2][P+:16]([C:17]2[CH:18]=[CH:19][CH:20]=[CH:21][CH:22]=2)([C:23]2[CH:28]=[CH:27][CH:26]=[CH:25][CH:24]=2)[C:10]2[CH:11]=[CH:12][CH:13]=[CH:14][CH:15]=2)[N:4]=1)[CH3:9], predict the reactants needed to synthesize it. The reactants are: [Cl:1][CH2:2][C:3]1[N:4]=[C:5]([CH2:8][CH3:9])[O:6][CH:7]=1.[C:10]1([P:16]([C:23]2[CH:28]=[CH:27][CH:26]=[CH:25][CH:24]=2)[C:17]2[CH:22]=[CH:21][CH:20]=[CH:19][CH:18]=2)[CH:15]=[CH:14][CH:13]=[CH:12][CH:11]=1. (5) Given the product [CH2:23]([O:20][C:4]1[CH:5]=[C:6]2[C:11](=[CH:12][C:3]=1[O:2][CH3:1])[N:10]=[CH:9][N:8]=[C:7]2[NH:13][C:14]1[CH:19]=[CH:18][CH:17]=[CH:16][CH:15]=1)[CH:22]=[CH2:21], predict the reactants needed to synthesize it. The reactants are: [CH3:1][O:2][C:3]1[CH:12]=[C:11]2[C:6]([C:7]([NH:13][C:14]3[CH:19]=[CH:18][CH:17]=[CH:16][CH:15]=3)=[N:8][CH:9]=[N:10]2)=[CH:5][C:4]=1[OH:20].[CH2:21](Br)[CH:22]=[CH2:23]. (6) Given the product [CH:38]([NH:37][C:36]([C:33]1[CH:34]=[CH:35][C:30]([C:27]2[CH:28]=[CH:29][C:24]([CH2:23][C@H:19]([NH:18][C:16]([C@H:13]3[CH2:12][CH2:11][C@H:10]([CH2:9][NH:8][C:6](=[O:7])[O:5][C:1]([CH3:4])([CH3:3])[CH3:2])[CH2:15][CH2:14]3)=[O:17])[C:20]([NH:43][C:44]3[CH:54]=[CH:53][C:47]4[N:48]([CH3:52])[C:49](=[O:51])[NH:50][C:46]=4[CH:45]=3)=[O:21])=[CH:25][CH:26]=2)=[C:31]([CH3:42])[CH:32]=1)=[O:41])([CH3:40])[CH3:39], predict the reactants needed to synthesize it. The reactants are: [C:1]([O:5][C:6]([NH:8][CH2:9][C@H:10]1[CH2:15][CH2:14][C@H:13]([C:16]([NH:18][C@@H:19]([CH2:23][C:24]2[CH:29]=[CH:28][C:27]([C:30]3[CH:35]=[CH:34][C:33]([C:36](=[O:41])[NH:37][CH:38]([CH3:40])[CH3:39])=[CH:32][C:31]=3[CH3:42])=[CH:26][CH:25]=2)[C:20](O)=[O:21])=[O:17])[CH2:12][CH2:11]1)=[O:7])([CH3:4])([CH3:3])[CH3:2].[NH2:43][C:44]1[CH:54]=[CH:53][C:47]2[N:48]([CH3:52])[C:49](=[O:51])[NH:50][C:46]=2[CH:45]=1.C(N(CC)C(C)C)(C)C.C(P1(=O)OP(=O)(CCC)OP(=O)(CCC)O1)CC. (7) The reactants are: [CH2:1]([N:3]([CH2:17][CH3:18])[CH2:4][CH2:5][CH2:6][O:7][C:8]1[CH:13]=[CH:12][C:11]([N+:14]([O-])=O)=[CH:10][CH:9]=1)[CH3:2].C[N:20]([CH:22]=O)C.[CH2:24]([O:31][C:32]1[CH:37]=[CH:36][C:35]([C:38](=O)[CH2:39]Br)=[CH:34][CH:33]=1)[C:25]1[CH:30]=[CH:29][CH:28]=[CH:27][CH:26]=1. Given the product [C:25]12([CH2:24][O:31][C:32]3[CH:37]=[CH:36][C:35]([C:38]4[N:20]=[C:22]([CH2:34][CH:35]([CH3:38])[CH3:36])[N:14]([C:11]5[CH:12]=[CH:13][C:8]([O:7][CH2:6][CH2:5][CH2:4][N:3]([CH2:17][CH3:18])[CH2:1][CH3:2])=[CH:9][CH:10]=5)[CH:39]=4)=[CH:34][CH:33]=3)[CH2:30][CH:29]3[CH2:24][CH:25]([CH2:30][CH:27]([CH2:28]3)[CH2:26]1)[CH2:26]2, predict the reactants needed to synthesize it.